Dataset: Full USPTO retrosynthesis dataset with 1.9M reactions from patents (1976-2016). Task: Predict the reactants needed to synthesize the given product. (1) Given the product [F:46][C:43]1([F:45])[O:42][C:41]2[CH:47]=[CH:48][C:38]([C:35]3([C:33]([NH:32][C:30]4[CH:29]=[CH:28][C:27]([CH3:49])=[C:26]([C:12]5[CH:11]=[CH:10][C:9]([O:8][CH2:7][C@@H:5]6[CH2:4][O:3][C:2]([CH3:1])([CH3:24])[O:6]6)=[CH:14][CH:13]=5)[N:31]=4)=[O:34])[CH2:37][CH2:36]3)=[CH:39][C:40]=2[O:44]1, predict the reactants needed to synthesize it. The reactants are: [CH3:1][C:2]1([CH3:24])[O:6][C@H:5]([CH2:7][O:8][C:9]2[CH:14]=[CH:13][C:12](B3OC(C)(C)C(C)(C)O3)=[CH:11][CH:10]=2)[CH2:4][O:3]1.Cl[C:26]1[N:31]=[C:30]([NH:32][C:33]([C:35]2([C:38]3[CH:48]=[CH:47][C:41]4[O:42][C:43]([F:46])([F:45])[O:44][C:40]=4[CH:39]=3)[CH2:37][CH2:36]2)=[O:34])[CH:29]=[CH:28][C:27]=1[CH3:49]. (2) Given the product [C:5]([C:9]1[CH:13]=[CH:12][C:11](=[C:2]([CH3:4])[CH3:1])[CH:10]=1)([CH3:8])([CH3:7])[CH3:6], predict the reactants needed to synthesize it. The reactants are: [CH3:1][C:2]([CH3:4])=O.[C:5]([C:9]1[CH2:13][CH:12]=[CH:11][CH:10]=1)([CH3:8])([CH3:7])[CH3:6].N1CCCC1.C(O)(=O)C. (3) Given the product [Cl:1][C:2]1[CH:3]=[C:4]([S:9]([NH:13][C:14]2[CH:15]=[C:16]([CH:26]=[CH:27][C:28]=2[O:29][CH3:30])[C:17]([NH:19][C:20]2[CH:25]=[CH:24][CH:23]=[CH:22][CH:21]=2)=[O:18])(=[O:11])=[O:10])[CH:5]=[CH:6][C:7]=1[Cl:8], predict the reactants needed to synthesize it. The reactants are: [Cl:1][C:2]1[CH:3]=[C:4]([S:9](Cl)(=[O:11])=[O:10])[CH:5]=[CH:6][C:7]=1[Cl:8].[NH2:13][C:14]1[CH:15]=[C:16]([CH:26]=[CH:27][C:28]=1[O:29][CH3:30])[C:17]([NH:19][C:20]1[CH:25]=[CH:24][CH:23]=[CH:22][CH:21]=1)=[O:18]. (4) Given the product [CH2:6]([N:5]([CH2:8][CH3:9])[CH2:4][CH2:3][CH2:2][N:13]1[CH2:14][CH2:15][N:10]([C:16]([O:18][C:19]([CH3:22])([CH3:21])[CH3:20])=[O:17])[CH2:11][CH2:12]1)[CH3:7], predict the reactants needed to synthesize it. The reactants are: Cl[CH2:2][CH2:3][CH2:4][N:5]([CH2:8][CH3:9])[CH2:6][CH3:7].[N:10]1([C:16]([O:18][C:19]([CH3:22])([CH3:21])[CH3:20])=[O:17])[CH2:15][CH2:14][NH:13][CH2:12][CH2:11]1.CCN(CC)CC. (5) Given the product [N+:19]([CH:10]1[CH2:11][C:2]([CH3:14])([CH3:1])[C:3]2[CH:4]=[CH:5][CH:6]=[CH:7][C:8]=2[C:9]1([CH3:13])[CH3:12])([O-:21])=[O:20], predict the reactants needed to synthesize it. The reactants are: [CH3:1][C:2]1([CH3:14])[CH2:11][CH2:10][C:9]([CH3:13])([CH3:12])[C:8]2[CH:7]=[CH:6][CH:5]=[CH:4][C:3]1=2.C(O)(=O)C.[N+:19]([O-])([OH:21])=[O:20]. (6) Given the product [F:21][C:19]1([F:22])[O:18][C:17]2[CH:23]=[CH:24][C:14]([C:11]3([C:9]([NH:8][C:6]4[N:7]=[C:2]([C:32]5[CH:31]=[CH:30][N:29]=[C:28]([O:27][CH3:26])[CH:33]=5)[CH:3]=[C:4]([CH3:25])[CH:5]=4)=[O:10])[CH2:13][CH2:12]3)=[CH:15][C:16]=2[O:20]1, predict the reactants needed to synthesize it. The reactants are: Cl[C:2]1[N:7]=[C:6]([NH:8][C:9]([C:11]2([C:14]3[CH:24]=[CH:23][C:17]4[O:18][C:19]([F:22])([F:21])[O:20][C:16]=4[CH:15]=3)[CH2:13][CH2:12]2)=[O:10])[CH:5]=[C:4]([CH3:25])[CH:3]=1.[CH3:26][O:27][C:28]1[CH:33]=[C:32](B2OC(C)(C)C(C)(C)O2)[CH:31]=[CH:30][N:29]=1.C(=O)([O-])[O-].[Na+].[Na+]. (7) Given the product [CH:23]1([NH:26][C:18]([C:14]2[N:13]([NH:12][C:10](=[O:11])[C@@H:9]([NH:8][C:6](=[O:7])[O:5][C:1]([CH3:2])([CH3:3])[CH3:4])[CH3:22])[CH:17]=[CH:16][CH:15]=2)=[O:20])[CH2:25][CH2:24]1, predict the reactants needed to synthesize it. The reactants are: [C:1]([O:5][C:6]([NH:8][C@@H:9]([CH3:22])[C:10]([NH:12][N:13]1[CH:17]=[CH:16][CH:15]=[C:14]1[C:18]([O:20]C)=O)=[O:11])=[O:7])([CH3:4])([CH3:3])[CH3:2].[CH:23]1([NH2:26])[CH2:25][CH2:24]1. (8) Given the product [NH2:17][C:5]1([CH2:24][C:25]([O:27][CH3:28])=[O:26])[C:4]2[C:14](=[CH:15][CH:16]=[C:2]([Br:1])[CH:3]=2)[O:13][C:7]2([CH2:8][CH2:9][CH2:10][CH2:11][CH2:12]2)[CH2:6]1, predict the reactants needed to synthesize it. The reactants are: [Br:1][C:2]1[CH:3]=[C:4]2[C:14](=[CH:15][CH:16]=1)[O:13][C:7]1([CH2:12][CH2:11][CH2:10][CH2:9][CH2:8]1)[CH2:6][C:5]2([CH2:24][C:25]([O:27][CH3:28])=[O:26])[NH:17]S(C(C)(C)C)=O.Cl.O1CCOCC1.